Predict the reactants needed to synthesize the given product. From a dataset of Full USPTO retrosynthesis dataset with 1.9M reactions from patents (1976-2016). (1) Given the product [CH3:10][CH:11]1[CH2:16][CH2:15][CH2:14][CH2:13][N:12]1[C:2]1[CH:9]=[CH:8][C:20]([C:19]([OH:22])=[O:21])=[CH:4][N:3]=1, predict the reactants needed to synthesize it. The reactants are: Cl[C:2]1[CH:9]=[CH:8]C(C#N)=[CH:4][N:3]=1.[CH3:10][CH:11]1[CH2:16][CH2:15][CH2:14][CH2:13][NH:12]1.[OH-].[K+].[C:19]([O:22]CC)(=[O:21])[CH3:20]. (2) Given the product [CH2:1]([O:3][C:4]([N:6]1[CH2:12][CH:11]([CH3:13])[C:10]2[CH:14]=[CH:15][S:16][C:9]=2[CH2:8][CH2:7]1)=[O:5])[CH3:2], predict the reactants needed to synthesize it. The reactants are: [CH2:1]([O:3][C:4]([N:6]1[CH2:12][CH:11]([CH3:13])[C:10]2[C:14](Br)=[C:15](Br)[S:16][C:9]=2[CH2:8][CH2:7]1)=[O:5])[CH3:2].